Task: Predict the reactants needed to synthesize the given product.. Dataset: Full USPTO retrosynthesis dataset with 1.9M reactions from patents (1976-2016) (1) Given the product [NH4+:8].[OH-:33].[NH2:29][CH2:28][C:27]1[CH:30]=[CH:31][C:24]([CH2:23][N:12]([CH2:11][C:7]2[CH:6]=[C:5]([C:1]([CH3:4])([CH3:3])[CH3:2])[CH:10]=[CH:9][N:8]=2)[CH:13]2[C:22]3[N:21]=[CH:20][CH:19]=[CH:18][C:17]=3[CH2:16][CH2:15][CH2:14]2)=[C:25]([CH2:32][OH:33])[CH:26]=1, predict the reactants needed to synthesize it. The reactants are: [C:1]([C:5]1[CH:10]=[CH:9][N:8]=[C:7]([CH2:11][N:12]([CH2:23][C:24]2[CH:31]=[CH:30][C:27]([C:28]#[N:29])=[CH:26][C:25]=2[CH2:32][OH:33])[CH:13]2[C:22]3[N:21]=[CH:20][CH:19]=[CH:18][C:17]=3[CH2:16][CH2:15][CH2:14]2)[CH:6]=1)([CH3:4])([CH3:3])[CH3:2]. (2) Given the product [OH:19][C:16]1([CH2:2][C:3]([O:5][CH2:6][CH3:7])=[O:4])[C:17]2[C:12](=[CH:11][CH:10]=[C:9]([Br:8])[CH:18]=2)[C:13]([CH3:21])([CH3:20])[CH2:14][CH2:15]1, predict the reactants needed to synthesize it. The reactants are: Br[CH2:2][C:3]([O:5][CH2:6][CH3:7])=[O:4].[Br:8][C:9]1[CH:18]=[C:17]2[C:12]([C:13]([CH3:21])([CH3:20])[CH2:14][CH2:15][C:16]2=[O:19])=[CH:11][CH:10]=1. (3) Given the product [CH3:1][S:2]([C:5]1[CH:10]=[CH:9][C:8]2[N:11]([CH3:29])[C:12]([NH:14][C:15]3[S:16][C:17]4[CH:23]=[C:22]([O:24][C:25]([F:28])([F:26])[F:27])[CH:21]=[CH:20][C:18]=4[N:19]=3)=[N:13][C:7]=2[CH:6]=1)(=[O:3])=[O:4], predict the reactants needed to synthesize it. The reactants are: [CH3:1][S:2]([C:5]1[CH:6]=[C:7]([NH2:13])[C:8]([NH:11][CH3:12])=[CH:9][CH:10]=1)(=[O:4])=[O:3].[NH2:14][C:15]1[S:16][C:17]2[CH:23]=[C:22]([O:24][C:25]([F:28])([F:27])[F:26])[CH:21]=[CH:20][C:18]=2[N:19]=1.[C:29](N1C=CN=C1)(N1C=CN=C1)=S. (4) Given the product [CH3:13][O:14][C:15]1[CH:16]=[C:17]([CH:18]=[N:1][C:2]2[C:3]3[CH:4]=[CH:5][C:6]([CH3:12])=[N:7][C:8]=3[CH:9]=[CH:10][CH:11]=2)[CH:20]=[CH:21][CH:22]=1, predict the reactants needed to synthesize it. The reactants are: [NH2:1][C:2]1[CH:11]=[CH:10][CH:9]=[C:8]2[C:3]=1[CH:4]=[CH:5][C:6]([CH3:12])=[N:7]2.[CH3:13][O:14][C:15]1[CH:16]=[C:17]([CH:20]=[CH:21][CH:22]=1)[CH:18]=O.C(O)(=O)C.O. (5) Given the product [C:9]1([C:1]2[C:10]3[C:5](=[CH:6][CH:7]=[CH:8][CH:9]=3)[CH:4]=[CH:3][CH:2]=2)[C:10]2[C:5](=[CH:4][CH:3]=[CH:2][CH:1]=2)[CH:6]=[CH:7][CH:8]=1.[CH:9]1[C:10]2[C:5](=[CH:4][CH:3]=[CH:2][CH:1]=2)[CH:6]=[CH:7][CH:8]=1, predict the reactants needed to synthesize it. The reactants are: [CH:1]1[C:10]2[C:5](=[CH:6][CH:7]=[CH:8][CH:9]=2)[CH:4]=[CH:3][CH:2]=1. (6) The reactants are: [F:1][C:2]([F:16])([F:15])[O:3][C:4]1[CH:14]=[CH:13][C:7]([O:8][CH2:9][C:10](O)=[O:11])=[CH:6][CH:5]=1.C(Cl)(=O)C([Cl:20])=O.CCOC(C)=O.CCCCCCC. Given the product [F:1][C:2]([F:16])([F:15])[O:3][C:4]1[CH:14]=[CH:13][C:7]([O:8][CH2:9][C:10]([Cl:20])=[O:11])=[CH:6][CH:5]=1, predict the reactants needed to synthesize it. (7) Given the product [F:9][C:10]([F:21])([F:22])[C:11]([NH:13][CH:14]1[CH2:15][C:16]2[C:19](=[CH:20][C:5]([CH2:6][O:7][CH3:8])=[C:4]([CH2:3][O:2][CH3:1])[CH:17]=2)[CH2:18]1)=[O:12], predict the reactants needed to synthesize it. The reactants are: [CH3:1][O:2][CH2:3][C:4]#[C:5][CH2:6][O:7][CH3:8].[F:9][C:10]([F:22])([F:21])[C:11]([NH:13][CH:14]([CH2:18][C:19]#[CH:20])[CH2:15][C:16]#[CH:17])=[O:12]. (8) The reactants are: [CH3:1][C:2]1([CH3:23])[CH2:4][C@@H:3]1[C:5]([N:7]1[CH2:12]C[N:10]([C:13]2[CH:21]=[CH:20][C:16]([C:17]([OH:19])=O)=[CH:15][N:14]=2)[C@H:9](C)[CH2:8]1)=[O:6].[CH2:24](Cl)[CH2:25]Cl.C1C=NC2N(O)N=NC=2C=1.CC(N(C)C)=O.[CH3:44][O:45][C:46](=[O:79])[NH:47][C@H:48]([C:52]([N:54]1[CH2:58][CH2:57][CH2:56][C@H:55]1[C:59]1[NH:60][CH:61]=[C:62]([C:64]2[CH:69]=[CH:68][C:67]([C:70]3[CH:75]=[CH:74][C:73]([NH2:76])=[CH:72][C:71]=3[F:77])=[C:66]([F:78])[CH:65]=2)[N:63]=1)=[O:53])[CH:49]([CH3:51])[CH3:50].C(N(CC)C(C)C)(C)C. Given the product [CH3:44][O:45][C:46](=[O:79])[NH:47][C@H:48]([C:52]([N:54]1[CH2:58][CH2:57][CH2:56][C@H:55]1[C:59]1[NH:60][CH:61]=[C:62]([C:64]2[CH:69]=[CH:68][C:67]([C:70]3[CH:75]=[CH:74][C:73]([NH:76][C:17]([C:16]4[CH:15]=[N:14][C:13]([N:10]5[CH2:9][CH2:8][N:7]([C:5]([C@H:3]6[CH2:4][C:2]6([CH3:1])[CH3:23])=[O:6])[CH2:12][C@H:24]5[CH3:25])=[CH:21][CH:20]=4)=[O:19])=[CH:72][C:71]=3[F:77])=[C:66]([F:78])[CH:65]=2)[N:63]=1)=[O:53])[CH:49]([CH3:51])[CH3:50], predict the reactants needed to synthesize it. (9) Given the product [NH2:10][C:11]1[N:16]=[C:15]([C:17]2[CH:26]=[C:25]3[C:20]([CH2:21][CH2:22][N:23]([C:27]([O:29][CH:30]4[CH2:35][CH2:34][N:33]([C:6]([CH:1]5[CH2:5][CH2:4][CH2:3][CH2:2]5)=[O:7])[CH2:32][CH2:31]4)=[O:28])[CH2:24]3)=[CH:19][CH:18]=2)[CH:14]=[C:13]([N:36]2[CH2:41][CH2:40][N:39]([CH3:42])[CH2:38][CH2:37]2)[N:12]=1, predict the reactants needed to synthesize it. The reactants are: [CH:1]1([C:6](Cl)=[O:7])[CH2:5][CH2:4][CH2:3][CH2:2]1.Cl.[NH2:10][C:11]1[N:16]=[C:15]([C:17]2[CH:26]=[C:25]3[C:20]([CH2:21][CH2:22][N:23]([C:27]([O:29][CH:30]4[CH2:35][CH2:34][NH:33][CH2:32][CH2:31]4)=[O:28])[CH2:24]3)=[CH:19][CH:18]=2)[CH:14]=[C:13]([N:36]2[CH2:41][CH2:40][N:39]([CH3:42])[CH2:38][CH2:37]2)[N:12]=1.C(N(CC)C(C)C)(C)C.